From a dataset of Reaction yield outcomes from USPTO patents with 853,638 reactions. Predict the reaction yield, written as a fraction of the theoretical maximum amount of product (1.0 means a 100% yield; for example, 0.34 means a 34% yield). (1) The reactants are [O:1]1[CH2:6][CH2:5][CH2:4][CH2:3][CH:2]1[O:7][NH:8][C:9]([CH2:11][CH2:12][CH2:13][CH2:14][CH2:15][CH2:16][NH:17][C:18]([C:20]1[NH:21][C:22]2[C:27]([CH:28]=1)=[CH:26][C:25]([CH2:29][CH2:30]C(O)=O)=[CH:24][CH:23]=2)=[O:19])=[O:10].CCN=C=N[CH2:39][CH2:40][CH2:41][N:42]([CH3:44])C.Cl.Cl.C(N(CC)CC)C.C1[CH:55]=[CH:56][C:57]2N(O)N=N[C:58]=2[CH:59]=1.[CH:64]1([O:69][C:70](=[O:80])[C@H](CC2C=CC=CC=2)N)[CH2:68][CH2:67][CH2:66][CH2:65]1.CC1C=CC(S(O)(=O)=[O:89])=CC=1. The catalyst is C(Cl)Cl.CN(C=O)C.C(Cl)Cl. The product is [CH:64]1([O:69][C:70](=[O:80])[C@@H:41]([NH:42][C:44](=[O:89])[CH2:30][CH2:29][C:25]2[CH:26]=[C:27]3[C:22](=[CH:23][CH:24]=2)[NH:21][C:20]([C:18](=[O:19])[NH:17][CH2:16][CH2:15][CH2:14][CH2:13][CH2:12][CH2:11][C:9](=[O:10])[NH:8][O:7][CH:2]2[CH2:3][CH2:4][CH2:5][CH2:6][O:1]2)=[CH:28]3)[CH2:40][C:39]2[CH:55]=[CH:56][CH:57]=[CH:58][CH:59]=2)[CH2:68][CH2:67][CH2:66][CH2:65]1. The yield is 0.950. (2) The reactants are [OH:1][C@@H:2]1[CH2:7][CH2:6][CH2:5][CH2:4][C@H:3]1[NH:8][C:9]1[S:10][C:11]2[CH:17]=[C:16]([CH2:18][N:19]3[C:23]4[CH:24]=[CH:25][C:26]([C:28]([OH:30])=O)=[CH:27][C:22]=4[N:21]=[CH:20]3)[CH:15]=[CH:14][C:12]=2[N:13]=1.CN.C[CH2:34][N:35](C(C)C)C(C)C.CN(C(ON1N=NC2C=CC=NC1=2)=[N+](C)C)C.F[P-](F)(F)(F)(F)F. The catalyst is CCOC(C)=O.CN(C=O)C. The product is [OH:1][C@@H:2]1[CH2:7][CH2:6][CH2:5][CH2:4][C@H:3]1[NH:8][C:9]1[S:10][C:11]2[CH:17]=[C:16]([CH2:18][N:19]3[C:23]4[CH:24]=[CH:25][C:26]([C:28]([NH:35][CH3:34])=[O:30])=[CH:27][C:22]=4[N:21]=[CH:20]3)[CH:15]=[CH:14][C:12]=2[N:13]=1. The yield is 0.250.